From a dataset of Full USPTO retrosynthesis dataset with 1.9M reactions from patents (1976-2016). Predict the reactants needed to synthesize the given product. (1) Given the product [CH3:1][C:2]1[CH:7]=[CH:6][C:5]([C:10]([C:11]2[CH:16]=[CH:15][CH:14]=[CH:13][CH:12]=2)=[O:17])=[CH:4][CH:3]=1, predict the reactants needed to synthesize it. The reactants are: [CH3:1][C:2]1[CH:7]=[CH:6][C:5]([Mg]Br)=[CH:4][CH:3]=1.[C:10](Cl)(=[O:17])[C:11]1[CH:16]=[CH:15][CH:14]=[CH:13][CH:12]=1. (2) Given the product [NH2:1][C:4]1[CH:9]=[CH:8][C:7]([C@H:10]([NH:12][C:13]([C:15]2[CH:20]=[CH:19][CH:18]=[CH:17][N:16]=2)=[O:14])[CH3:11])=[CH:6][CH:5]=1, predict the reactants needed to synthesize it. The reactants are: [N+:1]([C:4]1[CH:9]=[CH:8][C:7]([C@H:10]([NH:12][C:13]([C:15]2[CH:20]=[CH:19][CH:18]=[CH:17][N:16]=2)=[O:14])[CH3:11])=[CH:6][CH:5]=1)([O-])=O.[H][H]. (3) Given the product [CH3:1][O:2][C:3]1[CH:4]=[C:5]([NH:11][C:12]2[C:13]3[N:29]=[CH:28][S:27][C:14]=3[N:15]=[C:16]([N:18]3[CH2:23][CH2:22][CH:21]([C:24]([NH:38][CH2:37][CH2:36][C:33]4[CH:34]=[CH:35][N:30]=[CH:31][CH:32]=4)=[O:25])[CH2:20][CH2:19]3)[N:17]=2)[CH:6]=[CH:7][C:8]=1[O:9][CH3:10], predict the reactants needed to synthesize it. The reactants are: [CH3:1][O:2][C:3]1[CH:4]=[C:5]([NH:11][C:12]2[C:13]3[N:29]=[CH:28][S:27][C:14]=3[N:15]=[C:16]([N:18]3[CH2:23][CH2:22][CH:21]([C:24](O)=[O:25])[CH2:20][CH2:19]3)[N:17]=2)[CH:6]=[CH:7][C:8]=1[O:9][CH3:10].[N:30]1[CH:35]=[CH:34][C:33]([CH2:36][CH2:37][NH2:38])=[CH:32][CH:31]=1.CCN=C=NCCCN(C)C.CN1C=CN=C1. (4) Given the product [CH3:2][O:4][C:5](=[O:28])[CH:6]([O:25][CH2:26][CH3:27])[CH2:7][C:8]1[C:16]2[O:15][CH:14]=[CH:13][C:12]=2[C:11]([O:17][CH2:18][C:19]2[CH:20]=[CH:21][CH:22]=[CH:23][CH:24]=2)=[CH:10][CH:9]=1, predict the reactants needed to synthesize it. The reactants are: [Mg].[CH2:2]([O:4][C:5](=[O:28])/[C:6](/[O:25][CH2:26][CH3:27])=[CH:7]/[C:8]1[C:16]2[O:15][CH:14]=[CH:13][C:12]=2[C:11]([O:17][CH2:18][C:19]2[CH:24]=[CH:23][CH:22]=[CH:21][CH:20]=2)=[CH:10][CH:9]=1)C.[H][H].Cl.